This data is from Full USPTO retrosynthesis dataset with 1.9M reactions from patents (1976-2016). The task is: Predict the reactants needed to synthesize the given product. Given the product [CH2:38]([O:37][C:35](=[O:36])[NH:34]/[C:31](/[NH:1][C:2]1[C:7]([CH3:8])=[N:6][CH:5]=[C:4]([CH2:9][CH2:10][CH2:11][NH:12][C:13]([O:14][C:15]([CH3:16])([CH3:18])[CH3:17])=[O:19])[CH:3]=1)=[N:30]\[C:28](=[O:29])[O:27][CH2:20][C:21]1[CH:26]=[CH:25][CH:24]=[CH:23][CH:22]=1)[C:39]1[CH:40]=[CH:41][CH:42]=[CH:43][CH:44]=1, predict the reactants needed to synthesize it. The reactants are: [NH2:1][C:2]1[CH:3]=[C:4]([CH2:9][CH2:10][CH2:11][NH:12][C:13](=[O:19])[O:14][C:15]([CH3:18])([CH3:17])[CH3:16])[CH:5]=[N:6][C:7]=1[CH3:8].[CH2:20]([O:27][C:28]([NH:30][C:31](=[N:34][C:35]([O:37][CH2:38][C:39]1[CH:44]=[CH:43][CH:42]=[CH:41][CH:40]=1)=[O:36])SC)=[O:29])[C:21]1[CH:26]=[CH:25][CH:24]=[CH:23][CH:22]=1.